This data is from Full USPTO retrosynthesis dataset with 1.9M reactions from patents (1976-2016). The task is: Predict the reactants needed to synthesize the given product. (1) The reactants are: [N+]([O-])([O-])=O.[Ag+:5].[CH3:6][C:7]1[O:15][S:12](=[O:14])(=[O:13])[N-:11][C:9](=[O:10])[CH:8]=1.[K+]. Given the product [CH3:6][C:7]1[O:15][S:12](=[O:14])(=[O:13])[NH:11][C:9](=[O:10])[CH:8]=1.[Ag:5], predict the reactants needed to synthesize it. (2) Given the product [F:39][C:38]1[CH:37]=[CH:36][CH:35]=[C:34]([F:40])[C:33]=1[CH2:32][O:31][C:30]1[C:25]2[N:26]([C:22]([C:19]3[O:18][C:17]([CH2:16][C:15]([CH3:44])([NH2:14])[CH3:43])=[N:21][N:20]=3)=[C:23]([CH3:42])[N:24]=2)[CH:27]=[C:28]([CH3:41])[CH:29]=1, predict the reactants needed to synthesize it. The reactants are: C(O)(C(F)(F)F)=O.C(OC(=O)[NH:14][C:15]([CH3:44])([CH3:43])[CH2:16][C:17]1[O:18][C:19]([C:22]2[N:26]3[CH:27]=[C:28]([CH3:41])[CH:29]=[C:30]([O:31][CH2:32][C:33]4[C:38]([F:39])=[CH:37][CH:36]=[CH:35][C:34]=4[F:40])[C:25]3=[N:24][C:23]=2[CH3:42])=[N:20][N:21]=1)(C)(C)C. (3) Given the product [F:11][C:12]1[CH:13]=[C:14]([C:2]2[CH:7]=[CH:6][C:5]([NH:8][CH:9]=[O:10])=[CH:4][CH:3]=2)[CH:15]=[CH:16][C:17]=1[C:18]([F:19])([F:20])[F:21], predict the reactants needed to synthesize it. The reactants are: Br[C:2]1[CH:7]=[CH:6][C:5]([NH:8][CH:9]=[O:10])=[CH:4][CH:3]=1.[F:11][C:12]1[CH:13]=[C:14](B2OC(C)(C)C(C)(C)O2)[CH:15]=[CH:16][C:17]=1[C:18]([F:21])([F:20])[F:19].C(=O)(O)[O-].[Na+]. (4) Given the product [CH2:1]([C:3]1[C:8]([OH:9])=[CH:7][CH:6]=[CH:5][C:4]=1[OH:10])[CH3:2], predict the reactants needed to synthesize it. The reactants are: [CH2:1]([CH:3]1[C:8](=[O:9])[CH2:7][CH2:6][CH2:5][C:4]1=[O:10])[CH3:2]. (5) Given the product [C:2]1([C:1]2[O:12][C:11]([CH:13]3[CH2:18][CH2:17][N:16]([C:19]([O:21][C:22]([CH3:25])([CH3:24])[CH3:23])=[O:20])[CH2:15][CH2:14]3)=[N:10][N:9]=2)[CH:7]=[CH:6][CH:5]=[CH:4][CH:3]=1, predict the reactants needed to synthesize it. The reactants are: [C:1]([NH:9][NH:10][C:11]([CH:13]1[CH2:18][CH2:17][N:16]([C:19]([O:21][C:22]([CH3:25])([CH3:24])[CH3:23])=[O:20])[CH2:15][CH2:14]1)=[O:12])(=O)[C:2]1[CH:7]=[CH:6][CH:5]=[CH:4][CH:3]=1.C1COCC1.C1(C)C(S(Cl)(=O)=O)=CC=CC=1. (6) The reactants are: [NH2:1][C:2]1[CH:22]=[CH:21][C:5]([CH2:6][N:7]([CH:15]2[CH2:20][CH2:19][CH2:18][CH2:17][CH2:16]2)[C:8]([C:10]2[O:11][CH:12]=[CH:13][CH:14]=2)=[O:9])=[CH:4][CH:3]=1.C(OC([NH:30][CH2:31][CH2:32][CH2:33][CH2:34][C@H:35]([NH:39]C(OCC1C2C=CC=CC=2C2C1=CC=CC=2)=O)[C:36](O)=[O:37])=O)(C)(C)C.C(OC([NH:64][C@@H:65]([CH2:69][C:70]1[C:78]2[C:73](=[CH:74][CH:75]=[CH:76][CH:77]=2)[NH:72][CH:71]=1)[C:66]([OH:68])=O)=O)(C)(C)C. Given the product [NH2:30][CH2:31][CH2:32][CH2:33][CH2:34][C@H:35]([NH:39][C:66](=[O:68])[C@@H:65]([NH2:64])[CH2:69][C:70]1[C:78]2[C:73](=[CH:74][CH:75]=[CH:76][CH:77]=2)[NH:72][CH:71]=1)[C:36]([NH:1][C:2]1[CH:3]=[CH:4][C:5]([CH2:6][N:7]([CH:15]2[CH2:20][CH2:19][CH2:18][CH2:17][CH2:16]2)[C:8]([C:10]2[O:11][CH:12]=[CH:13][CH:14]=2)=[O:9])=[CH:21][CH:22]=1)=[O:37], predict the reactants needed to synthesize it. (7) Given the product [ClH:35].[CH2:1]([O:8][C:9]([C:11]1[CH:12]=[C:13]2[C:17](=[CH:18][CH:19]=1)[N:16]([NH2:20])[C:15]([C:21]([OH:23])=[O:22])=[C:14]2[CH2:24][CH2:25][CH2:26][NH2:27])=[O:10])[C:2]1[CH:3]=[CH:4][CH:5]=[CH:6][CH:7]=1, predict the reactants needed to synthesize it. The reactants are: [CH2:1]([O:8][C:9]([C:11]1[CH:12]=[C:13]2[C:17](=[CH:18][CH:19]=1)[N:16]([NH2:20])[C:15]([C:21]([OH:23])=[O:22])=[C:14]2[CH2:24][CH2:25][CH2:26][NH:27]C(OC(C)(C)C)=O)=[O:10])[C:2]1[CH:7]=[CH:6][CH:5]=[CH:4][CH:3]=1.[ClH:35]. (8) Given the product [C:27]([N:24]1[CH2:23][CH2:22][N:21]([C:6]2[C:7]3[S:11][C:10]([NH:12][C:13]([C:15]4[S:16][C:17]([CH3:20])=[CH:18][CH:19]=4)=[O:14])=[N:9][C:8]=3[C:3]([O:2][CH3:1])=[CH:4][CH:5]=2)[CH2:26][CH2:25]1)(=[O:29])[CH3:28], predict the reactants needed to synthesize it. The reactants are: [CH3:1][O:2][C:3]1[C:8]2[N:9]=[C:10]([NH:12][C:13]([C:15]3[S:16][C:17]([CH3:20])=[CH:18][CH:19]=3)=[O:14])[S:11][C:7]=2[C:6]([N:21]2[CH2:26][CH2:25][NH:24][CH2:23][CH2:22]2)=[CH:5][CH:4]=1.[C:27](Cl)(=[O:29])[CH3:28].N1C=CC=CC=1. (9) Given the product [C:18]([Si:21]([O:16][CH2:1][CH2:2][CH2:3][CH2:4][CH2:5][CH2:6][CH2:7][CH2:8][CH2:9][CH2:10][CH2:11][CH2:12][CH2:13][C:14]#[CH:15])([C:28]1[CH:33]=[CH:32][CH:31]=[CH:30][CH:29]=1)[C:22]1[CH:23]=[CH:24][CH:25]=[CH:26][CH:27]=1)([CH3:20])([CH3:17])[CH3:19], predict the reactants needed to synthesize it. The reactants are: [CH2:1]([OH:16])[CH2:2][CH2:3][CH2:4][CH2:5][CH2:6][CH2:7][CH2:8][CH2:9][CH2:10][CH2:11][CH2:12][CH2:13][C:14]#[CH:15].[CH3:17][C:18]([Si:21](Cl)([C:28]1[CH:33]=[CH:32][CH:31]=[CH:30][CH:29]=1)[C:22]1[CH:27]=[CH:26][CH:25]=[CH:24][CH:23]=1)([CH3:20])[CH3:19]. (10) The reactants are: [C:1]1([CH3:11])[CH:6]=[CH:5][C:4]([S:7](Cl)(=[O:9])=[O:8])=[CH:3][CH:2]=1.[N:12]1[CH:17]=[CH:16][CH:15]=[C:14](/[CH:18]=[CH:19]/[CH2:20][C@@H:21]([OH:23])[CH3:22])[CH:13]=1.C([O-])(O)=O.[Na+]. Given the product [C:1]1([CH3:11])[CH:6]=[CH:5][C:4]([S:7]([O:23][CH:21]([CH2:20][CH:19]=[CH:18][C:14]2[CH:13]=[N:12][CH:17]=[CH:16][CH:15]=2)[CH3:22])(=[O:9])=[O:8])=[CH:3][CH:2]=1, predict the reactants needed to synthesize it.